This data is from Forward reaction prediction with 1.9M reactions from USPTO patents (1976-2016). The task is: Predict the product of the given reaction. (1) Given the reactants [CH2:1]([P:3]([C:10]([C:12]1[CH:17]=[CH:16][CH:15]=[CH:14][CH:13]=1)=[CH2:11])(=[O:9])[O:4][CH2:5][CH2:6][CH2:7][CH3:8])[CH3:2].P(OC1C=CC=CC=1)(OC1C=CC=CC=1)OC1C=CC=CC=1.C1(B(C2C=CC=CC=2)C2C=CC=CC=2)C=CC=CC=1.[CH:59]#[N:60], predict the reaction product. The product is: [CH2:1]([P:3]([CH:10]([C:12]1[CH:13]=[CH:14][CH:15]=[CH:16][CH:17]=1)[CH2:11][C:59]#[N:60])(=[O:9])[O:4][CH2:5][CH2:6][CH2:7][CH3:8])[CH3:2]. (2) The product is: [NH2:1][C:2]1[C:7]([C:8]([NH:10][C@H:11]([C:13]2[CH:18]=[CH:17][C:16]([F:19])=[C:15]([F:20])[CH:14]=2)[CH3:12])=[O:9])=[C:6]([NH:29][CH2:28][C:24]2[S:23][CH:27]=[CH:26][CH:25]=2)[N:5]=[CH:4][C:3]=1[Br:22]. Given the reactants [NH2:1][C:2]1[C:7]([C:8]([NH:10][C@H:11]([C:13]2[CH:18]=[CH:17][C:16]([F:19])=[C:15]([F:20])[CH:14]=2)[CH3:12])=[O:9])=[C:6](Cl)[N:5]=[CH:4][C:3]=1[Br:22].[S:23]1[CH:27]=[CH:26][CH:25]=[C:24]1[CH2:28][NH2:29].C(=O)(O)[O-].[Na+], predict the reaction product. (3) Given the reactants [CH3:1][C@@H:2]1[CH2:19][CH2:18][CH2:17][C@H:16]([NH:20][C:21](=[O:27])[O:22][C:23]([CH3:26])([CH3:25])[CH3:24])[C:15]2[CH:28]=[C:11]([CH:12]=[CH:13][N:14]=2)[C:10]2[CH:9]=[CH:8][CH:7]=[CH:6][C:5]=2[NH:4][C:3]1=[O:29].C1C(=O)N([Br:37])C(=O)C1, predict the reaction product. The product is: [Br:37][C:8]1[CH:7]=[CH:6][C:5]2[NH:4][C:3](=[O:29])[C@H:2]([CH3:1])[CH2:19][CH2:18][CH2:17][C@H:16]([NH:20][C:21](=[O:27])[O:22][C:23]([CH3:25])([CH3:24])[CH3:26])[C:15]3[CH:28]=[C:11]([CH:12]=[CH:13][N:14]=3)[C:10]=2[CH:9]=1. (4) Given the reactants C(OC([N:8]1[CH2:13][C@H:12]([O:14][CH2:15][C:16]2[CH:25]=[C:24]([O:26][CH3:27])[C:23]3[C:18](=[CH:19][CH:20]=[CH:21][CH:22]=3)[CH:17]=2)[C@@H:11]([C:28]2[CH:33]=[CH:32][C:31]([O:34][CH2:35][CH2:36][CH2:37][O:38][C:39]3[CH:44]=[CH:43][CH:42]=[CH:41][C:40]=3[N+:45]([O-:47])=[O:46])=[CH:30][CH:29]=2)[C@H:10]([O:48][CH2:49][C@H:50]([OH:57])[CH2:51][N:52]2[CH:56]=[N:55][CH:54]=[N:53]2)[CH2:9]1)=O)(C)(C)C.Cl, predict the reaction product. The product is: [CH3:27][O:26][C:24]1[C:23]2[C:18](=[CH:19][CH:20]=[CH:21][CH:22]=2)[CH:17]=[C:16]([CH2:15][O:14][C@H:12]2[CH2:13][NH:8][CH2:9][C@@H:10]([O:48][CH2:49][C@H:50]([OH:57])[CH2:51][N:52]3[CH:56]=[N:55][CH:54]=[N:53]3)[C@@H:11]2[C:28]2[CH:33]=[CH:32][C:31]([O:34][CH2:35][CH2:36][CH2:37][O:38][C:39]3[CH:44]=[CH:43][CH:42]=[CH:41][C:40]=3[N+:45]([O-:47])=[O:46])=[CH:30][CH:29]=2)[CH:25]=1. (5) Given the reactants [C:1]1(=[O:8])[CH2:7][CH2:6][CH2:5][CH2:4][CH2:3][CH2:2]1.CC(C)([O-])C.[K+].Cl[CH2:16][CH2:17][CH2:18][CH2:19][CH2:20]I, predict the reaction product. The product is: [CH2:16]1[C:2]2([CH2:3][CH2:4][CH2:5][CH2:6][CH2:7][C:1]2=[O:8])[CH2:20][CH2:19][CH2:18][CH2:17]1.